From a dataset of CYP2D6 inhibition data for predicting drug metabolism from PubChem BioAssay. Regression/Classification. Given a drug SMILES string, predict its absorption, distribution, metabolism, or excretion properties. Task type varies by dataset: regression for continuous measurements (e.g., permeability, clearance, half-life) or binary classification for categorical outcomes (e.g., BBB penetration, CYP inhibition). Dataset: cyp2d6_veith. The drug is O=C(O)c1ccccc1OP(=O)(O)O. The result is 0 (non-inhibitor).